The task is: Predict the reactants needed to synthesize the given product.. This data is from Full USPTO retrosynthesis dataset with 1.9M reactions from patents (1976-2016). (1) Given the product [F:15][C:2]([F:14])([F:1])[C:3]1[CH:4]=[CH:5][C:6]([O:9][CH2:10][CH2:11][CH2:12][O:13][N:17]2[C:21](=[O:22])[CH2:20][CH2:19][C:18]2=[O:27])=[N:7][CH:8]=1, predict the reactants needed to synthesize it. The reactants are: [F:1][C:2]([F:15])([F:14])[C:3]1[CH:4]=[CH:5][C:6]([O:9][CH2:10][CH2:11][CH2:12][OH:13])=[N:7][CH:8]=1.O[N:17]1[C:21](=[O:22])[C:20]2=CC=CC=[C:19]2[C:18]1=[O:27].C1(P(C2C=CC=CC=2)C2C=CC=CC=2)C=CC=CC=1.N(C(OCC)=O)=NC(OCC)=O. (2) Given the product [Si:24]([O:25][CH2:26][CH2:27][CH2:28][CH2:29][N:30]1[C:42]2[C:41]3[CH:40]=[CH:39][CH:38]=[CH:37][C:36]=3[N:35]=[CH:34][C:33]=2[N:32]=[C:31]1[CH2:43][N:12]1[C:8](=[O:18])[C:9]2[C:10](=[CH:14][CH:15]=[CH:16][CH:17]=2)[C:11]1=[O:13])([C:20]([CH3:23])([CH3:22])[CH3:21])([CH3:45])[CH3:46], predict the reactants needed to synthesize it. The reactants are: C(N(CC)CC)C.[C:8]1(=[O:18])[NH:12][C:11](=[O:13])[C:10]2=[CH:14][CH:15]=[CH:16][CH:17]=[C:9]12.[K].[C:20]([Si:24]([CH3:46])([CH3:45])[O:25][CH2:26][CH2:27][CH2:28][CH2:29][N:30]1[C:42]2[C:41]3[CH:40]=[CH:39][CH:38]=[CH:37][C:36]=3[N:35]=[CH:34][C:33]=2[N:32]=[C:31]1[CH2:43]Cl)([CH3:23])([CH3:22])[CH3:21]. (3) Given the product [C:1]([O:5][C:6](=[O:9])[CH2:7]/[N:8]=[CH:18]/[CH2:17][C:16]([C:13]1[CH2:14][CH2:15][O:10][CH2:11][CH:12]=1)([CH3:21])[CH3:20])([CH3:4])([CH3:3])[CH3:2], predict the reactants needed to synthesize it. The reactants are: [C:1]([O:5][C:6](=[O:9])[CH2:7][NH2:8])([CH3:4])([CH3:3])[CH3:2].[O:10]1[CH2:15][CH:14]=[C:13]([C:16]([CH3:21])([CH3:20])[CH2:17][CH:18]=O)[CH2:12][CH2:11]1. (4) Given the product [NH2:17][C:7]1[N:8]([C:10]2[CH:15]=[CH:14][C:13]([C:18]#[N:19])=[CH:12][CH:11]=2)[N:9]=[C:5]([C:1]([CH3:4])([CH3:3])[CH3:2])[CH:6]=1, predict the reactants needed to synthesize it. The reactants are: [C:1]([C:5]1[CH:6]=[C:7]([NH2:17])[N:8]([C:10]2[CH:15]=[CH:14][C:13](F)=[CH:12][CH:11]=2)[N:9]=1)([CH3:4])([CH3:3])[CH3:2].[C:18](C1C=CC(NN)=CC=1)#[N:19]. (5) Given the product [CH2:1]([N:8]1[C:12](=[O:13])[C:11](=[C:14]2[N:18]([CH3:19])[C:17]3[CH:20]=[C:21]([O:24][C:39](=[O:40])[N:38]([CH3:42])[CH3:37])[CH:22]=[CH:23][C:16]=3[S:15]2)[S:10][C:9]1=[N:25][C:26]1[CH:27]=[C:28]([C:29]#[N:30])[CH:31]=[CH:32][C:33]=1[NH:34][CH2:35][CH3:36])[C:2]1[CH:7]=[CH:6][CH:5]=[CH:4][CH:3]=1, predict the reactants needed to synthesize it. The reactants are: [CH2:1]([N:8]1[C:12](=[O:13])[C:11](=[C:14]2[N:18]([CH3:19])[C:17]3[CH:20]=[C:21]([OH:24])[CH:22]=[CH:23][C:16]=3[S:15]2)[S:10][C:9]1=[N:25][C:26]1[CH:27]=[C:28]([CH:31]=[CH:32][C:33]=1[NH:34][CH2:35][CH3:36])[C:29]#[N:30])[C:2]1[CH:7]=[CH:6][CH:5]=[CH:4][CH:3]=1.[CH3:37][N:38]([CH3:42])[C:39](Cl)=[O:40]. (6) Given the product [OH:8][N:9]1[C:15](=[O:16])[N:14]2[CH2:17][C@H:10]1[CH2:11][CH2:12][C@H:13]2[C:18]1[S:22][C:21]([CH:23]2[CH2:24][CH2:25][N:26]([C:29]([O:31][C:32]([CH3:35])([CH3:34])[CH3:33])=[O:30])[CH2:27][CH2:28]2)=[N:20][N:19]=1, predict the reactants needed to synthesize it. The reactants are: C([O:8][N:9]1[C:15](=[O:16])[N:14]2[CH2:17][C@H:10]1[CH2:11][CH2:12][C@H:13]2[C:18]1[S:22][C:21]([CH:23]2[CH2:28][CH2:27][N:26]([C:29]([O:31][C:32]([CH3:35])([CH3:34])[CH3:33])=[O:30])[CH2:25][CH2:24]2)=[N:20][N:19]=1)C1C=CC=CC=1.